Regression. Given two drug SMILES strings and cell line genomic features, predict the synergy score measuring deviation from expected non-interaction effect. From a dataset of NCI-60 drug combinations with 297,098 pairs across 59 cell lines. (1) Drug 1: C1=CN(C(=O)N=C1N)C2C(C(C(O2)CO)O)O.Cl. Drug 2: C(CCl)NC(=O)N(CCCl)N=O. Cell line: MOLT-4. Synergy scores: CSS=98.1, Synergy_ZIP=10.1, Synergy_Bliss=8.99, Synergy_Loewe=-0.562, Synergy_HSA=10.7. (2) Drug 1: C1CC(=O)NC(=O)C1N2CC3=C(C2=O)C=CC=C3N. Drug 2: CN(CCCl)CCCl.Cl. Cell line: HL-60(TB). Synergy scores: CSS=42.8, Synergy_ZIP=-0.848, Synergy_Bliss=2.25, Synergy_Loewe=-32.0, Synergy_HSA=-0.207. (3) Drug 1: CS(=O)(=O)C1=CC(=C(C=C1)C(=O)NC2=CC(=C(C=C2)Cl)C3=CC=CC=N3)Cl. Drug 2: CC12CCC3C(C1CCC2O)C(CC4=C3C=CC(=C4)O)CCCCCCCCCS(=O)CCCC(C(F)(F)F)(F)F. Cell line: EKVX. Synergy scores: CSS=8.45, Synergy_ZIP=-1.88, Synergy_Bliss=1.28, Synergy_Loewe=2.02, Synergy_HSA=1.98. (4) Cell line: NCI/ADR-RES. Drug 1: C1=NNC2=C1C(=O)NC=N2. Drug 2: CN(C(=O)NC(C=O)C(C(C(CO)O)O)O)N=O. Synergy scores: CSS=-1.66, Synergy_ZIP=1.99, Synergy_Bliss=2.07, Synergy_Loewe=1.48, Synergy_HSA=-2.05. (5) Drug 1: COC1=CC(=CC(=C1O)OC)C2C3C(COC3=O)C(C4=CC5=C(C=C24)OCO5)OC6C(C(C7C(O6)COC(O7)C8=CC=CS8)O)O. Drug 2: C1=CC=C(C(=C1)C(C2=CC=C(C=C2)Cl)C(Cl)Cl)Cl. Synergy scores: CSS=39.3, Synergy_ZIP=-0.624, Synergy_Bliss=-0.0815, Synergy_Loewe=-54.0, Synergy_HSA=0.974. Cell line: SF-539. (6) Drug 1: CC12CCC(CC1=CCC3C2CCC4(C3CC=C4C5=CN=CC=C5)C)O. Drug 2: CNC(=O)C1=NC=CC(=C1)OC2=CC=C(C=C2)NC(=O)NC3=CC(=C(C=C3)Cl)C(F)(F)F. Cell line: OVCAR-4. Synergy scores: CSS=10.3, Synergy_ZIP=-4.79, Synergy_Bliss=1.02, Synergy_Loewe=-2.56, Synergy_HSA=0.416. (7) Drug 1: C1=NNC2=C1C(=O)NC=N2. Drug 2: C1CNP(=O)(OC1)N(CCCl)CCCl. Cell line: HT29. Synergy scores: CSS=-2.37, Synergy_ZIP=5.86, Synergy_Bliss=-2.33, Synergy_Loewe=-8.46, Synergy_HSA=-5.80. (8) Drug 1: C(=O)(N)NO. Drug 2: CC1C(C(CC(O1)OC2CC(CC3=C2C(=C4C(=C3O)C(=O)C5=CC=CC=C5C4=O)O)(C(=O)C)O)N)O. Cell line: COLO 205. Synergy scores: CSS=53.8, Synergy_ZIP=-4.65, Synergy_Bliss=-7.89, Synergy_Loewe=-22.1, Synergy_HSA=-6.92.